Dataset: Forward reaction prediction with 1.9M reactions from USPTO patents (1976-2016). Task: Predict the product of the given reaction. Given the reactants [CH2:1]([O:19][C:20]1[CH:25]=[C:24]([CH2:26][S:27]C#N)[CH:23]=[C:22]([CH2:30][S:31]C#N)[CH:21]=1)[CH2:2][CH2:3][CH2:4][CH2:5][CH2:6][CH2:7][CH2:8][CH2:9][CH2:10][CH2:11][CH2:12][CH2:13][CH2:14][CH2:15][CH2:16][CH2:17][CH3:18].[H-].[H-].[H-].[H-].[Li+].[Al+3], predict the reaction product. The product is: [CH2:1]([O:19][C:20]1[CH:25]=[C:24]([CH2:26][SH:27])[CH:23]=[C:22]([CH2:30][SH:31])[CH:21]=1)[CH2:2][CH2:3][CH2:4][CH2:5][CH2:6][CH2:7][CH2:8][CH2:9][CH2:10][CH2:11][CH2:12][CH2:13][CH2:14][CH2:15][CH2:16][CH2:17][CH3:18].